Task: Predict the product of the given reaction.. Dataset: Forward reaction prediction with 1.9M reactions from USPTO patents (1976-2016) (1) Given the reactants [C:1]([O:5][C:6]([NH:8][C:9]1[S:10][CH:11]=[C:12]([CH2:14][C:15]([O:17]CC)=[O:16])[N:13]=1)=[O:7])([CH3:4])([CH3:3])[CH3:2].O.[OH-].[Li+].C(O)(=O)CC(CC(O)=O)(C(O)=O)O, predict the reaction product. The product is: [C:1]([O:5][C:6]([NH:8][C:9]1[S:10][CH:11]=[C:12]([CH2:14][C:15]([OH:17])=[O:16])[N:13]=1)=[O:7])([CH3:4])([CH3:2])[CH3:3]. (2) The product is: [Cl:1][C:2]1[CH:3]=[CH:4][C:5]([C:6]([NH:8][C:9]2[CH:10]=[CH:11][C:12]([S:15]([N:18]3[CH2:23][C:22](=[O:24])[N:21]([CH2:25][CH2:26][CH2:27][CH2:28][CH2:29][CH2:30][CH2:31][CH3:32])[CH2:20][CH:19]3[C:33]([OH:35])=[O:34])(=[O:17])=[O:16])=[CH:13][CH:14]=2)=[O:7])=[CH:37][CH:38]=1. Given the reactants [Cl:1][C:2]1[CH:38]=[CH:37][C:5]([C:6]([NH:8][C:9]2[CH:14]=[CH:13][C:12]([S:15]([N:18]3[CH2:23][C:22](=[O:24])[N:21]([CH2:25][CH2:26][CH2:27][CH2:28][CH2:29][CH2:30][CH2:31][CH3:32])[CH2:20][CH:19]3[C:33]([O:35]C)=[O:34])(=[O:17])=[O:16])=[CH:11][CH:10]=2)=[O:7])=[CH:4][CH:3]=1.[OH-].[Na+].O.Cl, predict the reaction product. (3) Given the reactants Cl[C:2]1[CH:7]=[C:6]([C:8]2[CH:13]=[C:12]([Cl:14])[CH:11]=[CH:10][C:9]=2[CH3:15])[N:5]=[C:4]([NH2:16])[N:3]=1.[NH2:17][C:18]1[CH:23]=[CH:22][C:21]([CH:24]([OH:29])[C:25]([F:28])([F:27])[F:26])=[CH:20][CH:19]=1, predict the reaction product. The product is: [NH2:16][C:4]1[N:3]=[C:2]([NH:17][C:18]2[CH:23]=[CH:22][C:21]([CH:24]([OH:29])[C:25]([F:26])([F:27])[F:28])=[CH:20][CH:19]=2)[CH:7]=[C:6]([C:8]2[CH:13]=[C:12]([Cl:14])[CH:11]=[CH:10][C:9]=2[CH3:15])[N:5]=1. (4) Given the reactants NCCN1[C:12]([C:13]2[CH:18]=[CH:17][CH:16]=[CH:15][CH:14]=2)=[C:11]2[C:6]([N:7]([CH3:22])[C:8](=[O:21])[N:9]([CH3:20])[C:10]2=[O:19])=[CH:5]1.[NH2:23][CH2:24][C@H:25]([NH:30][C:31]([O:33][CH2:34][C:35]1[CH:40]=[CH:39][CH:38]=[CH:37][CH:36]=1)=[O:32])[C:26]([O:28][CH3:29])=[O:27].C(N(CC)CC)C, predict the reaction product. The product is: [CH2:34]([O:33][C:31]([NH:30][CH:25]([CH2:24][N:23]1[C:12]([C:13]2[CH:18]=[CH:17][CH:16]=[CH:15][CH:14]=2)=[C:11]2[C:6]([N:7]([CH3:22])[C:8](=[O:21])[N:9]([CH3:20])[C:10]2=[O:19])=[CH:5]1)[C:26]([O:28][CH3:29])=[O:27])=[O:32])[C:35]1[CH:36]=[CH:37][CH:38]=[CH:39][CH:40]=1. (5) The product is: [NH2:1][C:2]1[C:7]([NH2:8])=[C:6]([O:11][C:12]2[C:21]3[C:16](=[CH:17][CH:18]=[CH:19][CH:20]=3)[C:15]([NH:22][C:23](=[O:29])[O:24][C:25]([CH3:27])([CH3:26])[CH3:28])=[CH:14][CH:13]=2)[CH:5]=[CH:4][N:3]=1. Given the reactants [NH2:1][C:2]1[C:7]([N+:8]([O-])=O)=[C:6]([O:11][C:12]2[C:21]3[C:16](=[CH:17][CH:18]=[CH:19][CH:20]=3)[C:15]([NH:22][C:23](=[O:29])[O:24][C:25]([CH3:28])([CH3:27])[CH3:26])=[CH:14][CH:13]=2)[CH:5]=[CH:4][N:3]=1, predict the reaction product. (6) Given the reactants C(N(CC)CC)C.[Cl:8][CH2:9][CH2:10][CH2:11][C:12](Cl)=[O:13].[CH2:15]([O:22][C:23]1[C:24]([CH3:32])=[C:25]([CH3:31])[C:26]([NH2:30])=[N:27][C:28]=1[CH3:29])[C:16]1[CH:21]=[CH:20][CH:19]=[CH:18][CH:17]=1, predict the reaction product. The product is: [CH2:15]([O:22][C:23]1[C:24]([CH3:32])=[C:25]([CH3:31])[C:26]([NH:30][C:12](=[O:13])[CH2:11][CH2:10][CH2:9][Cl:8])=[N:27][C:28]=1[CH3:29])[C:16]1[CH:17]=[CH:18][CH:19]=[CH:20][CH:21]=1.